From a dataset of Full USPTO retrosynthesis dataset with 1.9M reactions from patents (1976-2016). Predict the reactants needed to synthesize the given product. (1) Given the product [NH:1]1[C:9]2[C:4](=[CH:5][C:6]([C:10]3[O:12][N:22]=[C:15]([C:16]4[CH:17]=[N:18][CH:19]=[CH:20][CH:21]=4)[N:14]=3)=[CH:7][CH:8]=2)[CH:3]=[N:2]1, predict the reactants needed to synthesize it. The reactants are: [NH:1]1[C:9]2[C:4](=[CH:5][C:6]([C:10]([OH:12])=O)=[CH:7][CH:8]=2)[CH:3]=[N:2]1.O[N:14]=[C:15]([NH2:22])[C:16]1[CH:21]=[CH:20][CH:19]=[N:18][CH:17]=1.N. (2) Given the product [Cl:1][C:2]1[CH:3]=[CH:4][C:5]2[N:11]3[C:12]([C:15]([F:17])([F:18])[F:16])=[N:13][N:14]=[C:10]3[C@@H:9]([CH2:19][C:20]([NH:22][C:23]3[N:28]=[CH:27][C:26]([CH2:29][CH2:30][C:31]([OH:33])=[O:32])=[CH:25][CH:24]=3)=[O:21])[S:8][C@H:7]([C:38]3[CH:43]=[CH:42][CH:41]=[C:40]([O:44][CH3:45])[C:39]=3[O:46][CH3:47])[C:6]=2[CH:48]=1, predict the reactants needed to synthesize it. The reactants are: [Cl:1][C:2]1[CH:3]=[CH:4][C:5]2[N:11]3[C:12]([C:15]([F:18])([F:17])[F:16])=[N:13][N:14]=[C:10]3[C@@H:9]([CH2:19][C:20]([NH:22][C:23]3[N:28]=[CH:27][C:26]([CH2:29][CH2:30][C:31]([O:33]C(C)(C)C)=[O:32])=[CH:25][CH:24]=3)=[O:21])[S:8][C@H:7]([C:38]3[CH:43]=[CH:42][CH:41]=[C:40]([O:44][CH3:45])[C:39]=3[O:46][CH3:47])[C:6]=2[CH:48]=1.FC(F)(F)C(O)=O. (3) Given the product [F:30][C:27]1[CH:28]=[CH:29][C:24]([O:23][CH:20]2[CH2:21][CH2:22][N:17]([C:15](=[O:16])[C@@H:11]([NH2:10])[CH:12]([CH3:14])[CH3:13])[CH2:18][CH2:19]2)=[C:25]([C:31]2[O:32][C:33]([CH3:36])=[N:34][N:35]=2)[CH:26]=1, predict the reactants needed to synthesize it. The reactants are: C(OC(=O)[NH:10][C@H:11]([C:15]([N:17]1[CH2:22][CH2:21][CH:20]([O:23][C:24]2[CH:29]=[CH:28][C:27]([F:30])=[CH:26][C:25]=2[C:31]2[O:32][C:33]([CH3:36])=[N:34][N:35]=2)[CH2:19][CH2:18]1)=[O:16])[CH:12]([CH3:14])[CH3:13])C1C=CC=CC=1. (4) Given the product [Cl:26][C:20]1[CH:21]=[C:22]([Cl:25])[CH:23]=[CH:24][C:19]=1[C:7]1[N:6]2[CH:27]=[C:3]([C:1]3[N:28]=[C:34]([CH3:33])[O:35][N:2]=3)[N:4]=[C:5]2[N:10]=[C:9]([CH3:11])[C:8]=1[C:12]([O:14][C:15]([CH3:18])([CH3:17])[CH3:16])=[O:13], predict the reactants needed to synthesize it. The reactants are: [C:1]([C:3]1[N:4]=[C:5]2[N:10]=[C:9]([CH3:11])[C:8]([C:12]([O:14][C:15]([CH3:18])([CH3:17])[CH3:16])=[O:13])=[C:7]([C:19]3[CH:24]=[CH:23][C:22]([Cl:25])=[CH:21][C:20]=3[Cl:26])[N:6]2[CH:27]=1)#[N:2].[NH2:28]O.Cl.[OH-].[K+].[CH3:33][CH2:34][OH:35]. (5) Given the product [Si:14]([O:21][CH:22]1[CH2:23][CH2:24][N:25]([C:11]([C:8]2[NH:7][C:6]([C:4]([O:3][CH2:1][CH3:2])=[O:5])=[N:10][CH:9]=2)=[O:13])[CH2:26][CH2:27]1)([C:17]([CH3:20])([CH3:19])[CH3:18])([CH3:16])[CH3:15], predict the reactants needed to synthesize it. The reactants are: [CH2:1]([O:3][C:4]([C:6]1[NH:7][C:8]([C:11]([OH:13])=O)=[CH:9][N:10]=1)=[O:5])[CH3:2].[Si:14]([O:21][CH:22]1[CH2:27][CH2:26][NH:25][CH2:24][CH2:23]1)([C:17]([CH3:20])([CH3:19])[CH3:18])([CH3:16])[CH3:15].CCN(C(C)C)C(C)C.C(Cl)Cl. (6) Given the product [Cl:12][C:13]1[CH:18]=[C:17]([O:9][C:3]2[C:2]([Cl:1])=[CH:7][CH:6]=[CH:5][C:4]=2[Cl:8])[CH:16]=[CH:15][N:14]=1, predict the reactants needed to synthesize it. The reactants are: [Cl:1][C:2]1[CH:7]=[CH:6][CH:5]=[C:4]([Cl:8])[C:3]=1[OH:9].[H-].[Na+].[Cl:12][C:13]1[CH:18]=[C:17]([N+]([O-])=O)[CH:16]=[CH:15][N:14]=1.